This data is from Forward reaction prediction with 1.9M reactions from USPTO patents (1976-2016). The task is: Predict the product of the given reaction. (1) Given the reactants [CH3:1][N:2](C)/[CH:3]=[CH:4]/[C:5](=O)[C:6]([F:9])([F:8])[F:7].[CH2:12]([C:19]1[NH:23][N:22]=C(N)[C:20]=1[C:25]1[CH:30]=[CH:29][CH:28]=[C:27]([O:31][CH3:32])[CH:26]=1)[C:13]1[CH:18]=[CH:17][CH:16]=[CH:15][CH:14]=1.O, predict the reaction product. The product is: [CH2:12]([C:19]1[C:20]([C:25]2[CH:30]=[CH:29][CH:28]=[C:27]([O:31][CH3:32])[CH:26]=2)=[C:1]2[N:2]=[CH:3][CH:4]=[C:5]([C:6]([F:9])([F:8])[F:7])[N:22]2[N:23]=1)[C:13]1[CH:14]=[CH:15][CH:16]=[CH:17][CH:18]=1. (2) Given the reactants [C:1]1([C:19]2[CH:24]=[CH:23][CH:22]=[CH:21][CH:20]=2)[CH:6]=[CH:5][C:4]([C:7]([N:9]2[CH2:17][C@H:16]([OH:18])[CH2:15][C@H:10]2[C:11]([O:13][CH3:14])=[O:12])=[O:8])=[CH:3][CH:2]=1.[CH3:25][C:26]([Si:29](Cl)([CH3:31])[CH3:30])([CH3:28])[CH3:27], predict the reaction product. The product is: [C:1]1([C:19]2[CH:24]=[CH:23][CH:22]=[CH:21][CH:20]=2)[CH:2]=[CH:3][C:4]([C:7]([N:9]2[CH2:17][C@H:16]([O:18][Si:29]([C:26]([CH3:28])([CH3:27])[CH3:25])([CH3:31])[CH3:30])[CH2:15][C@H:10]2[C:11]([O:13][CH3:14])=[O:12])=[O:8])=[CH:5][CH:6]=1. (3) The product is: [NH:1]([C:2]1[CH:3]=[C:4]([CH:9]=[CH:10][CH:11]=1)[C:5]([O:7][CH3:8])=[O:6])[C:18]([NH2:19])=[S:17]. Given the reactants [NH2:1][C:2]1[CH:3]=[C:4]([CH:9]=[CH:10][CH:11]=1)[C:5]([O:7][CH3:8])=[O:6].S(=O)(=O)(O)O.[S-:17][C:18]#[N:19].[Na+].C1OCCOCCOCCOCCOC1, predict the reaction product. (4) Given the reactants [C:1]([C@@H:4]1[CH2:9][C@H:8]([N:10]([C:15]([C:17]2[N:21]([CH2:22][CH2:23][CH2:24][CH2:25][O:26][CH3:27])[C:20]3[CH:28]=[CH:29][CH:30]=[CH:31][C:19]=3[N:18]=2)=[O:16])[CH2:11][CH:12]([CH3:14])[CH3:13])[CH2:7][N:6]([C:32]([O:34][C:35]([CH3:38])([CH3:37])[CH3:36])=[O:33])[CH2:5]1)(=[O:3])[CH3:2].[BH4-].[Na+], predict the reaction product. The product is: [OH:3][CH:1]([C@@H:4]1[CH2:9][C@H:8]([N:10]([C:15]([C:17]2[N:21]([CH2:22][CH2:23][CH2:24][CH2:25][O:26][CH3:27])[C:20]3[CH:28]=[CH:29][CH:30]=[CH:31][C:19]=3[N:18]=2)=[O:16])[CH2:11][CH:12]([CH3:13])[CH3:14])[CH2:7][N:6]([C:32]([O:34][C:35]([CH3:38])([CH3:37])[CH3:36])=[O:33])[CH2:5]1)[CH3:2]. (5) Given the reactants Cl.[CH:2]([C:5]1[CH:6]=[C:7]([C@@H:11]([NH2:13])[CH3:12])[CH:8]=[CH:9][CH:10]=1)([CH3:4])[CH3:3].[F:14][C:15]1[CH:35]=[CH:34][C:18]([CH2:19][N:20]2[C:28]3[C:23](=[CH:24][C:25]([C:29](O)=[O:30])=[CH:26][CH:27]=3)[C:22]([CH3:32])=[C:21]2[CH3:33])=[CH:17][C:16]=1[O:36][C@@H:37]([CH3:42])[C:38]([O:40]C)=[O:39], predict the reaction product. The product is: [F:14][C:15]1[CH:35]=[CH:34][C:18]([CH2:19][N:20]2[C:28]3[C:23](=[CH:24][C:25]([C:29](=[O:30])[NH:13][C@H:11]([C:7]4[CH:8]=[CH:9][CH:10]=[C:5]([CH:2]([CH3:4])[CH3:3])[CH:6]=4)[CH3:12])=[CH:26][CH:27]=3)[C:22]([CH3:32])=[C:21]2[CH3:33])=[CH:17][C:16]=1[O:36][C@@H:37]([CH3:42])[C:38]([OH:40])=[O:39]. (6) Given the reactants [CH3:1][C:2]([NH2:7])([CH3:6])[CH2:3][S:4][CH3:5].C1(=O)OC(=[O:12])C2=CC=CC=C12.CC(NC(=O)C1C(=CC=CC=1)C(O)=O)(C)CSC.C(=O)([O-])O.[Na+].ClC(OC)=O.CC1C=C(C(F)(C(F)(F)F)C(F)(F)F)C=CC=1N.Cl.CC(N[C:73]([C:75]1[C:76]([C:81]([NH:83][C:84]2[CH:89]=[CH:88][C:87]([C:90]([F:99])([C:95]([F:98])([F:97])[F:96])[C:91]([F:94])([F:93])[F:92])=[CH:86][C:85]=2[CH3:100])=[O:82])=[CH:77][CH:78]=[CH:79][CH:80]=1)=[O:74])(C)CSC.OO.S([O-])([O-])=O.[Na+].[Na+], predict the reaction product. The product is: [CH3:1][C:2]([NH:7][C:73]([C:75]1[C:76]([C:81]([NH:83][C:84]2[CH:89]=[CH:88][C:87]([C:90]([F:99])([C:95]([F:98])([F:97])[F:96])[C:91]([F:94])([F:93])[F:92])=[CH:86][C:85]=2[CH3:100])=[O:82])=[CH:77][CH:78]=[CH:79][CH:80]=1)=[O:74])([CH3:6])[CH2:3][S:4]([CH3:5])=[O:12]. (7) Given the reactants [Li].[C:2]([O:6][C:7](=[O:15])[NH:8][C:9]1[CH:13]=[CH:12][S:11][C:10]=1Br)([CH3:5])([CH3:4])[CH3:3].[CH3:16][Sn:17](Cl)([CH3:19])[CH3:18].[CH2:21]1[CH2:25]OC[CH2:22]1, predict the reaction product. The product is: [C:2]([O:6][C:7](=[O:15])[NH:8][C:9]1[CH:13]=[CH:12][S:11][C:10]=1[Sn:17]([CH2:19][CH2:22][CH2:21][CH3:25])([CH2:18][CH2:10][CH2:9][CH3:13])[CH2:16][CH2:3][CH2:2][CH3:4])([CH3:5])([CH3:4])[CH3:3]. (8) Given the reactants [C:1]([C:4]1[CH:8]=[C:7]([C:9]([OH:11])=O)[NH:6][N:5]=1)(=[O:3])[CH3:2].CN(C(ON1N=NC2C=CC=NC1=2)=[N+](C)C)C.F[P-](F)(F)(F)(F)F.CCN(C(C)C)C(C)C.CN(C=O)C.[CH2:50]([O:52][C:53](=[O:74])[C@H:54]([OH:73])[CH2:55][C@H:56]([NH2:72])[CH2:57][C:58]1[CH:63]=[CH:62][C:61]([C:64]2[CH:69]=[C:68]([Cl:70])[CH:67]=[CH:66][C:65]=2[F:71])=[CH:60][CH:59]=1)[CH3:51], predict the reaction product. The product is: [CH2:50]([O:52][C:53](=[O:74])[C@H:54]([OH:73])[CH2:55][C@H:56]([NH:72][C:9]([C:7]1[CH:8]=[C:4]([C:1](=[O:3])[CH3:2])[NH:5][N:6]=1)=[O:11])[CH2:57][C:58]1[CH:59]=[CH:60][C:61]([C:64]2[CH:69]=[C:68]([Cl:70])[CH:67]=[CH:66][C:65]=2[F:71])=[CH:62][CH:63]=1)[CH3:51]. (9) Given the reactants [CH:1]1([CH2:7][CH2:8][CH2:9][C@@H:10]([C:16]2[O:20][N:19]=[C:18]([C:21]3[CH:22]=[CH:23][C:24]([N:27]4[CH2:32][CH2:31][N:30](C(OC(C)(C)C)=O)[CH2:29][CH2:28]4)=[N:25][CH:26]=3)[N:17]=2)[CH2:11][C:12]([NH:14][OH:15])=[O:13])[CH2:6][CH2:5][CH2:4][CH2:3][CH2:2]1.FC(F)(F)C(O)=O, predict the reaction product. The product is: [CH:1]1([CH2:7][CH2:8][CH2:9][C@@H:10]([C:16]2[O:20][N:19]=[C:18]([C:21]3[CH:26]=[N:25][C:24]([N:27]4[CH2:28][CH2:29][NH:30][CH2:31][CH2:32]4)=[CH:23][CH:22]=3)[N:17]=2)[CH2:11][C:12]([NH:14][OH:15])=[O:13])[CH2:6][CH2:5][CH2:4][CH2:3][CH2:2]1. (10) Given the reactants [CH2:1]([O:4][N:5]([C@H:18]1[CH2:23][N:22](C(OC(C)(C)C)=O)[C@H:21]([C:31](=[O:33])[NH2:32])[C:20]([CH3:34])=[C:19]1[CH3:35])[S:6]([C:9]1[CH:14]=[CH:13][CH:12]=[CH:11][C:10]=1[N+:15]([O-:17])=[O:16])(=[O:8])=[O:7])[CH:2]=[CH2:3].C(ON([C@H]1CN[C@H](C(N)=O)C=C1C)S(C1C=CC=CC=1[N+]([O-])=O)(=O)=O)C=C, predict the reaction product. The product is: [CH2:1]([O:4][N:5]([C@H:18]1[CH2:23][NH:22][C@H:21]([C:31]([NH2:32])=[O:33])[C:20]([CH3:34])=[C:19]1[CH3:35])[S:6]([C:9]1[CH:14]=[CH:13][CH:12]=[CH:11][C:10]=1[N+:15]([O-:17])=[O:16])(=[O:8])=[O:7])[CH:2]=[CH2:3].